From a dataset of Reaction yield outcomes from USPTO patents with 853,638 reactions. Predict the reaction yield, written as a fraction of the theoretical maximum amount of product (1.0 means a 100% yield; for example, 0.34 means a 34% yield). The catalyst is O1CCCC1. The yield is 0.910. The product is [Br:17][C:12]1[CH:13]=[N:14][N:15]([CH3:16])[C:11]=1[C:3]1[CH:4]=[C:5]([C:7]([OH:9])=[O:8])[S:6][C:2]=1[CH3:1]. The reactants are [CH3:1][C:2]1[S:6][C:5]([C:7]([O:9]C)=[O:8])=[CH:4][C:3]=1[C:11]1[N:15]([CH3:16])[N:14]=[CH:13][CH:12]=1.[Br:17]N1C(=O)CCC1=O.[OH-].[Na+].